This data is from Reaction yield outcomes from USPTO patents with 853,638 reactions. The task is: Predict the reaction yield, written as a fraction of the theoretical maximum amount of product (1.0 means a 100% yield; for example, 0.34 means a 34% yield). (1) The reactants are [Cl:1][C:2]1[CH:3]=[C:4]([C@@:8]2([OH:17])[O:13][CH2:12][C:11]([CH3:15])([CH3:14])[NH:10][C@@H:9]2[CH3:16])[CH:5]=[CH:6][CH:7]=1. The catalyst is C(OCC)C. The product is [ClH:1].[Cl:1][C:2]1[CH:3]=[C:4]([C@@:8]2([OH:17])[O:13][CH2:12][C:11]([CH3:14])([CH3:15])[NH:10][C@@H:9]2[CH3:16])[CH:5]=[CH:6][CH:7]=1. The yield is 0.900. (2) The reactants are C([N:4]1[C@H:9]([C:10]2[C:15]([CH3:16])=[CH:14][CH:13]=[CH:12][N:11]=2)[CH2:8][CH2:7][CH2:6][C@@H:5]1[C:17]1[C:22]([CH3:23])=[CH:21][CH:20]=[CH:19][N:18]=1)C=C.C([O-])(O)=O.[Na+]. The catalyst is C(Cl)Cl.C1C=CC([P]([Pd]([P](C2C=CC=CC=2)(C2C=CC=CC=2)C2C=CC=CC=2)([P](C2C=CC=CC=2)(C2C=CC=CC=2)C2C=CC=CC=2)[P](C2C=CC=CC=2)(C2C=CC=CC=2)C2C=CC=CC=2)(C2C=CC=CC=2)C2C=CC=CC=2)=CC=1. The product is [CH3:16][C:15]1[C:10]([C@H:9]2[CH2:8][CH2:7][CH2:6][C@@H:5]([C:17]3[C:22]([CH3:23])=[CH:21][CH:20]=[CH:19][N:18]=3)[NH:4]2)=[N:11][CH:12]=[CH:13][CH:14]=1. The yield is 0.850. (3) The reactants are [CH2:1]([O:3][C:4](=[O:19])[CH2:5][CH2:6][NH:7][C:8]1[CH:13]=[C:12]([C:14]#[N:15])[CH:11]=[CH:10][C:9]=1[N+:16]([O-])=O)[CH3:2]. The catalyst is CO.[Pd]. The product is [CH2:1]([O:3][C:4](=[O:19])[CH2:5][CH2:6][NH:7][C:8]1[CH:13]=[C:12]([C:14]#[N:15])[CH:11]=[CH:10][C:9]=1[NH2:16])[CH3:2]. The yield is 0.480. (4) The product is [OH:8][C:9]1[C:14]([O:15][CH3:16])=[CH:13][C:12]([C:17]2([C:21]#[N:22])[CH2:18][CH2:19][CH2:20]2)=[C:11]([N+:23]([O-:25])=[O:24])[CH:10]=1. The reactants are C([O:8][C:9]1[C:14]([O:15][CH3:16])=[CH:13][C:12]([C:17]2([C:21]#[N:22])[CH2:20][CH2:19][CH2:18]2)=[C:11]([N+:23]([O-:25])=[O:24])[CH:10]=1)C1C=CC=CC=1.[H][H]. The catalyst is CCO.[Pd]. The yield is 0.990. (5) The reactants are [NH2:1][C:2]1[CH:17]=[CH:16][C:5]([CH2:6][CH2:7][NH:8][C:9](=[O:15])[O:10][C:11]([CH3:14])([CH3:13])[CH3:12])=[C:4]([I:18])[CH:3]=1.[Cl:19][C:20]1[N:25]=[C:24](Cl)[C:23]([Cl:27])=[CH:22][N:21]=1. No catalyst specified. The product is [Cl:19][C:20]1[N:25]=[C:24]([NH:1][C:2]2[CH:17]=[CH:16][C:5]([CH2:6][CH2:7][NH:8][C:9](=[O:15])[O:10][C:11]([CH3:12])([CH3:13])[CH3:14])=[C:4]([I:18])[CH:3]=2)[C:23]([Cl:27])=[CH:22][N:21]=1. The yield is 0.570. (6) The reactants are [N+:1]([C:4]1[CH:13]=[C:12]2[C:7]([CH2:8][CH2:9][CH2:10][C:11]2=O)=[CH:6][CH:5]=1)([O-:3])=[O:2].[NH2:15][OH:16]. The catalyst is N1C=CC=CC=1. The product is [N+:1]([C:4]1[CH:13]=[C:12]2[C:7]([CH2:8][CH2:9][CH2:10][C:11]2=[N:15][OH:16])=[CH:6][CH:5]=1)([O-:3])=[O:2]. The yield is 0.880. (7) The reactants are [NH2:1][C:2]1[N:7]=[CH:6][C:5]([C:8]2[CH:13]=[CH:12][C:11]([OH:14])=[CH:10][CH:9]=2)=[C:4]([CH2:15][CH3:16])[C:3]=1Br.[CH3:18][C:19]1[C:27]2[C:22](=[CH:23][CH:24]=[C:25](B(O)O)[CH:26]=2)[NH:21][N:20]=1.C([O-])([O-])=O.[K+].[K+]. The catalyst is C1C=CC(P(C2C=CC=CC=2)[C-]2C=CC=C2)=CC=1.C1C=CC(P(C2C=CC=CC=2)[C-]2C=CC=C2)=CC=1.Cl[Pd]Cl.[Fe+2].O1CCOCC1.O. The yield is 0.450. The product is [NH2:1][C:2]1[N:7]=[CH:6][C:5]([C:8]2[CH:13]=[CH:12][C:11]([OH:14])=[CH:10][CH:9]=2)=[C:4]([CH2:15][CH3:16])[C:3]=1[C:25]1[CH:26]=[C:27]2[C:22](=[CH:23][CH:24]=1)[NH:21][N:20]=[C:19]2[CH3:18]. (8) The reactants are [OH:1][CH2:2][CH2:3][CH2:4][NH:5][C:6]1[CH:13]=[CH:12][C:9]([C:10]#[N:11])=[CH:8][C:7]=1[N+:14]([O-])=O. The catalyst is CCO. The product is [NH2:14][C:7]1[CH:8]=[C:9]([CH:12]=[CH:13][C:6]=1[NH:5][CH2:4][CH2:3][CH2:2][OH:1])[C:10]#[N:11]. The yield is 0.950. (9) The reactants are [NH2:1][C:2]1[CH:7]=[CH:6][C:5]([N:8]2[C:16]3[CH:15]=[CH:14][N:13]=[CH:12][C:11]=3[N:10]=[C:9]2[C:17]2[C:18]([NH2:22])=[N:19][O:20][N:21]=2)=[CH:4][CH:3]=1.[CH3:23][N:24]=[C:25]=[O:26]. The catalyst is N1C=CC=CC=1. The product is [NH2:22][C:18]1[C:17]([C:9]2[N:8]([C:5]3[CH:6]=[CH:7][C:2]([NH:1][C:25]([NH:24][CH3:23])=[O:26])=[CH:3][CH:4]=3)[C:16]3[CH:15]=[CH:14][N:13]=[CH:12][C:11]=3[N:10]=2)=[N:21][O:20][N:19]=1. The yield is 0.0900. (10) The reactants are [Br:1]Br.[CH2:3]([C:5]1[C:13]2[N:12]3[C@H:14]([CH3:18])[CH2:15][NH:16][CH2:17][C@H:11]3[CH2:10][C:9]=2[CH:8]=[CH:7][CH:6]=1)[CH3:4].C([O-])(=O)C.[Na+]. The catalyst is C(O)(=O)C.ClCCl. The product is [Br:1][C:7]1[CH:6]=[C:5]([CH2:3][CH3:4])[C:13]2[N:12]3[C@H:14]([CH3:18])[CH2:15][NH:16][CH2:17][C@H:11]3[CH2:10][C:9]=2[CH:8]=1. The yield is 0.310.